Dataset: Peptide-MHC class I binding affinity with 185,985 pairs from IEDB/IMGT. Task: Regression. Given a peptide amino acid sequence and an MHC pseudo amino acid sequence, predict their binding affinity value. This is MHC class I binding data. (1) The peptide sequence is KLILAEYIR. The binding affinity (normalized) is 0.610. The MHC is HLA-A31:01 with pseudo-sequence HLA-A31:01. (2) The peptide sequence is HPNIEEVAL. The MHC is HLA-B51:01 with pseudo-sequence HLA-B51:01. The binding affinity (normalized) is 0. (3) The peptide sequence is CQLAKTCPV. The MHC is HLA-A02:01 with pseudo-sequence HLA-A02:01. The binding affinity (normalized) is 0.507.